This data is from Full USPTO retrosynthesis dataset with 1.9M reactions from patents (1976-2016). The task is: Predict the reactants needed to synthesize the given product. (1) Given the product [NH2:51][CH2:49][C:48]1([C:67]([N:65]2[CH2:66][CH2:31][CH2:32][CH:27]([C:19]3[N:20]4[C:25]([C:24]([NH2:26])=[N:23][CH:22]=[N:21]4)=[C:17]([C:12]4[CH:13]=[CH:14][C:15]5[C:10]([CH:11]=4)=[N:9][N:8]([CH2:1][C:2]4[CH:7]=[CH:6][CH:5]=[CH:4][CH:3]=4)[CH:16]=5)[CH:18]=3)[CH2:64]2)=[O:68])[CH2:46][CH2:47]1, predict the reactants needed to synthesize it. The reactants are: [CH2:1]([N:8]1[CH:16]=[C:15]2[C:10]([CH:11]=[C:12]([C:17]3[CH:18]=[C:19]([CH:27]4[CH2:32][CH2:31]NCC4)[N:20]4[C:25]=3[C:24]([NH2:26])=[N:23][CH:22]=[N:21]4)[CH:13]=[CH:14]2)=[N:9]1)[C:2]1[CH:7]=[CH:6][CH:5]=[CH:4][CH:3]=1.CCN=C=NCCCN(C)C.Cl.C1[CH:46]=[CH:47][C:48]2N(O)N=[N:51][C:49]=2C=1.C(N(C(C)C)CC)(C)C.[CH3:64][N:65]([CH:67]=[O:68])[CH3:66]. (2) Given the product [CH:1]1[C:13]2[NH:12][C:11]3[C:6](=[CH:7][CH:8]=[CH:9][CH:10]=3)[C:5]=2[CH:4]=[CH:3][N:2]=1, predict the reactants needed to synthesize it. The reactants are: [CH2:1]1[C:13]2[NH:12][C:11]3[C:6](=[CH:7][CH:8]=[CH:9][CH:10]=3)[C:5]=2[CH2:4][CH:3](C(OCC)=O)[NH:2]1.[Se](=O)=O. (3) Given the product [CH3:14][N:15]1[CH2:20][CH2:19][CH:18]([NH:21][S:10]([C:6]2[CH:7]=[CH:8][CH:9]=[C:4]([N+:1]([O-:3])=[O:2])[CH:5]=2)(=[O:12])=[O:11])[CH2:17][CH2:16]1, predict the reactants needed to synthesize it. The reactants are: [N+:1]([C:4]1[CH:5]=[C:6]([S:10](Cl)(=[O:12])=[O:11])[CH:7]=[CH:8][CH:9]=1)([O-:3])=[O:2].[CH3:14][N:15]1[CH2:20][CH2:19][CH:18]([NH2:21])[CH2:17][CH2:16]1.C(N(CC)CC)C. (4) Given the product [C:1]1([C:7]2[C:12]([N:13]3[CH2:18][CH2:17][NH:16][CH2:15][CH2:14]3)=[CH:11][N:10]=[CH:9][N:8]=2)[CH:2]=[CH:3][CH:4]=[CH:5][CH:6]=1, predict the reactants needed to synthesize it. The reactants are: [C:1]1([C:7]2[C:12]([N:13]3[CH2:18][CH2:17][N:16](C(OCC4C=CC=CC=4)=O)[CH2:15][CH2:14]3)=[CH:11][N:10]=[CH:9][N:8]=2)[CH:6]=[CH:5][CH:4]=[CH:3][CH:2]=1. (5) Given the product [NH2:30][C@H:26]1[CH2:27][CH2:28][CH2:29][N:24]([C:4]2[C:3](=[O:38])[N:2]([CH3:1])[CH:7]=[C:6]([N:8]3[C:16]4[CH:15]=[C:14]([C:17]5[CH:22]=[N:21][CH:20]=[C:19]([CH3:23])[N:18]=5)[N:13]=[CH:12][C:11]=4[CH:10]=[N:9]3)[CH:5]=2)[CH2:25]1, predict the reactants needed to synthesize it. The reactants are: [CH3:1][N:2]1[CH:7]=[C:6]([N:8]2[C:16]3[CH:15]=[C:14]([C:17]4[CH:22]=[N:21][CH:20]=[C:19]([CH3:23])[N:18]=4)[N:13]=[CH:12][C:11]=3[CH:10]=[N:9]2)[CH:5]=[C:4]([N:24]2[CH2:29][CH2:28][CH2:27][C@H:26]([NH:30]C(=O)OC(C)(C)C)[CH2:25]2)[C:3]1=[O:38]. (6) The reactants are: [C:1]([OH:5])([CH3:4])([CH3:3])[CH3:2].Cl[S:7]([N:10]=[C:11]=[O:12])(=[O:9])=[O:8].[NH2:13][CH2:14][CH:15]([NH:26][C:27](=[O:33])[O:28][C:29]([CH3:32])([CH3:31])[CH3:30])[C:16]1[CH:21]=[CH:20][CH:19]=[C:18]([C:22]([F:25])([F:24])[F:23])[CH:17]=1.C(N(CC)C(C)C)(C)C. Given the product [C:29]([O:28][C:27]([NH:26][CH:15]([C:16]1[CH:21]=[CH:20][CH:19]=[C:18]([C:22]([F:25])([F:24])[F:23])[CH:17]=1)[CH2:14][NH:13][S:7]([NH:10][C:11](=[O:12])[O:5][C:1]([CH3:4])([CH3:3])[CH3:2])(=[O:9])=[O:8])=[O:33])([CH3:30])([CH3:32])[CH3:31], predict the reactants needed to synthesize it. (7) Given the product [Cl:1][C:2]1[C:3]([CH2:9][C:10]([O:12][CH2:13][CH3:14])=[O:11])=[N:4][CH:5]=[C:6]([Cl:8])[CH:7]=1, predict the reactants needed to synthesize it. The reactants are: [Cl:1][C:2]1[C:3]([CH:9](C(OCC)=O)[C:10]([O:12][CH2:13][CH3:14])=[O:11])=[N:4][CH:5]=[C:6]([Cl:8])[CH:7]=1.CS(C)=O.[Cl-].[Na+].